The task is: Predict the product of the given reaction.. This data is from Forward reaction prediction with 1.9M reactions from USPTO patents (1976-2016). (1) Given the reactants [CH2:1]([C:3]1[CH:8]=[CH:7][C:6]([CH:9]2[CH2:14][N:13]([C:15]([N:17]3[CH2:22][CH2:21][O:20][CH2:19][CH2:18]3)=[O:16])[CH2:12][CH:11]([C:23](O)=[O:24])[CH2:10]2)=[CH:5][CH:4]=1)[CH3:2].[F:26][C:27]1[CH:32]=[CH:31][C:30]([CH2:33][C:34](=[N:36]O)[NH2:35])=[CH:29][CH:28]=1, predict the reaction product. The product is: [CH2:1]([C:3]1[CH:4]=[CH:5][C:6]([CH:9]2[CH2:10][CH:11]([C:23]3[O:24][N:36]=[C:34]([CH2:33][C:30]4[CH:31]=[CH:32][C:27]([F:26])=[CH:28][CH:29]=4)[N:35]=3)[CH2:12][N:13]([C:15]([N:17]3[CH2:18][CH2:19][O:20][CH2:21][CH2:22]3)=[O:16])[CH2:14]2)=[CH:7][CH:8]=1)[CH3:2]. (2) The product is: [CH3:1][O:2][C:3]1[C:4]([C:20]2[C:19]([CH3:18])=[CH:28][C:27]3[C:26]([CH3:30])([CH3:29])[CH2:25][CH2:24][C:23]([CH3:32])([CH3:31])[C:22]=3[CH:21]=2)=[C:5]([CH:8]=[CH:9][CH:10]=1)[CH:6]=[O:7]. Given the reactants [CH3:1][O:2][C:3]1[C:4](S(C(F)(F)F)(=O)=O)=[C:5]([CH:8]=[CH:9][CH:10]=1)[CH:6]=[O:7].[CH3:18][C:19]1[C:20](B(O)O)=[CH:21][C:22]2[C:23]([CH3:32])([CH3:31])[CH2:24][CH2:25][C:26]([CH3:30])([CH3:29])[C:27]=2[CH:28]=1.C(=O)([O-])[O-].[K+].[K+], predict the reaction product. (3) Given the reactants F[C:2]1[CH:11]=[CH:10][CH:9]=[C:8]2[C:3]=1[C:4]([NH:12][C:13]1[CH:18]=[CH:17][C:16]([O:19][C:20]3[CH:21]=[N:22][C:23]([CH3:26])=[CH:24][CH:25]=3)=[C:15]([CH3:27])[CH:14]=1)=[N:5][CH:6]=[N:7]2.[CH3:28][NH:29][C@H:30]([CH3:33])[CH2:31][OH:32], predict the reaction product. The product is: [CH3:28][NH:29][C@H:30]([CH3:33])[CH2:31][O:32][C:2]1[CH:11]=[CH:10][CH:9]=[C:8]2[C:3]=1[C:4]([NH:12][C:13]1[CH:18]=[CH:17][C:16]([O:19][C:20]3[CH:21]=[N:22][C:23]([CH3:26])=[CH:24][CH:25]=3)=[C:15]([CH3:27])[CH:14]=1)=[N:5][CH:6]=[N:7]2.